Dataset: Reaction yield outcomes from USPTO patents with 853,638 reactions. Task: Predict the reaction yield, written as a fraction of the theoretical maximum amount of product (1.0 means a 100% yield; for example, 0.34 means a 34% yield). (1) The reactants are [CH:1]([C:3]1[CH:4]=[N:5][NH:6][C:7]=1[C:8]([O:10]CC)=[O:9])=[O:2].CO.[OH-].[Na+].Cl. The catalyst is O. The product is [CH:1]([C:3]1[CH:4]=[N:5][NH:6][C:7]=1[C:8]([OH:10])=[O:9])=[O:2]. The yield is 0.750. (2) The reactants are C(Cl)(=O)C([Cl:4])=O.CN(C=O)C.[CH2:12]([O:19][CH:20]1[CH2:24][O:23][CH:22]([CH2:25][CH2:26]O)[CH2:21]1)[C:13]1[CH:18]=[CH:17][CH:16]=[CH:15][CH:14]=1.CCCCCC.C(OCC)(=O)C. The catalyst is C(Cl)Cl. The product is [CH2:12]([O:19][CH:20]1[CH2:24][O:23][CH:22]([CH2:25][CH2:26][Cl:4])[CH2:21]1)[C:13]1[CH:18]=[CH:17][CH:16]=[CH:15][CH:14]=1. The yield is 0.960. (3) The reactants are [NH2:1][C:2]1[C:3]([C:9]([O:11][CH3:12])=[O:10])=[N:4][CH:5]=[C:6]([F:8])[CH:7]=1.[Br:13]N1C(=O)CCC1=O. The catalyst is CC#N.CCOC(C)=O. The product is [NH2:1][C:2]1[C:3]([C:9]([O:11][CH3:12])=[O:10])=[N:4][C:5]([Br:13])=[C:6]([F:8])[CH:7]=1. The yield is 0.760. (4) The reactants are [Cl:1][C:2]1[CH:7]=[CH:6][CH:5]=[CH:4][C:3]=1[C:8]1[N:9]([CH2:23][C:24]2[N:29]=[C:28]([NH2:30])[CH:27]=[CH:26][CH:25]=2)[C:10]([C:13]2[CH:18]=[CH:17][C:16]([O:19][CH2:20][CH2:21][CH3:22])=[CH:15][CH:14]=2)=[CH:11][CH:12]=1.Cl. The catalyst is C(OCC)C. The product is [ClH:1].[Cl:1][C:2]1[CH:7]=[CH:6][CH:5]=[CH:4][C:3]=1[C:8]1[N:9]([CH2:23][C:24]2[N:29]=[C:28]([NH2:30])[CH:27]=[CH:26][CH:25]=2)[C:10]([C:13]2[CH:18]=[CH:17][C:16]([O:19][CH2:20][CH2:21][CH3:22])=[CH:15][CH:14]=2)=[CH:11][CH:12]=1. The yield is 0.880. (5) The reactants are Br[CH2:2][CH:3]([CH3:5])[CH3:4].[Br:6][C:7]1[CH:12]=[CH:11][C:10]([C@@H:13]([NH:15][S:16]([CH2:19][C:20]2[CH:25]=[CH:24][CH:23]=[CH:22][CH:21]=2)(=[O:18])=[O:17])[CH3:14])=[CH:9][CH:8]=1.C([O-])([O-])=O.[K+].[K+]. The catalyst is CC#N. The product is [Br:6][C:7]1[CH:12]=[CH:11][C:10]([C@@H:13]([N:15]([CH2:2][CH:3]([CH3:5])[CH3:4])[S:16]([CH2:19][C:20]2[CH:21]=[CH:22][CH:23]=[CH:24][CH:25]=2)(=[O:18])=[O:17])[CH3:14])=[CH:9][CH:8]=1. The yield is 0.120.